From a dataset of Reaction yield outcomes from USPTO patents with 853,638 reactions. Predict the reaction yield, written as a fraction of the theoretical maximum amount of product (1.0 means a 100% yield; for example, 0.34 means a 34% yield). (1) The reactants are [CH3:1][C:2]1[CH:7]=[C:6]([CH3:8])[NH:5][C:4](=[O:9])[C:3]=1[CH2:10][NH:11][C:12](=[O:37])[C:13]1[CH:18]=[C:17]([C:19]2[CH:20]=[N:21][C:22]([CH:25]=O)=[CH:23][CH:24]=2)[CH:16]=[C:15]([N:27]([CH2:34][CH3:35])[CH:28]2[CH2:33][CH2:32][O:31][CH2:30][CH2:29]2)[C:14]=1[CH3:36].[CH3:38][NH:39][CH3:40].C(O)(=O)C.C(O[BH-](OC(=O)C)OC(=O)C)(=O)C.[Na+]. The catalyst is ClC(Cl)C. The product is [CH3:1][C:2]1[CH:7]=[C:6]([CH3:8])[NH:5][C:4](=[O:9])[C:3]=1[CH2:10][NH:11][C:12](=[O:37])[C:13]1[CH:18]=[C:17]([C:19]2[CH:20]=[N:21][C:22]([CH2:25][N:39]([CH3:40])[CH3:38])=[CH:23][CH:24]=2)[CH:16]=[C:15]([N:27]([CH2:34][CH3:35])[CH:28]2[CH2:33][CH2:32][O:31][CH2:30][CH2:29]2)[C:14]=1[CH3:36]. The yield is 0.750. (2) The yield is 0.900. The catalyst is C(O)C. The reactants are Cl[C:2]1[CH:7]=[CH:6][N:5]=[C:4]2[CH:8]=[C:9]([C:11]3[N:15]([CH3:16])[C:14]([C:17]([N:19]4[CH2:24][CH2:23][O:22][CH2:21][CH2:20]4)=[O:18])=[N:13][CH:12]=3)[S:10][C:3]=12.[CH3:25][C:26]1[NH:27][C:28]2[C:33]([CH:34]=1)=[CH:32][C:31]([NH2:35])=[CH:30][CH:29]=2. The product is [CH3:16][N:15]1[C:11]([C:9]2[S:10][C:3]3[C:4](=[N:5][CH:6]=[CH:7][C:2]=3[NH:35][C:31]3[CH:32]=[C:33]4[C:28](=[CH:29][CH:30]=3)[NH:27][C:26]([CH3:25])=[CH:34]4)[CH:8]=2)=[CH:12][N:13]=[C:14]1[C:17]([N:19]1[CH2:24][CH2:23][O:22][CH2:21][CH2:20]1)=[O:18]. (3) The reactants are [CH:1]12[O:6][CH:5]1[CH2:4][N:3]([C:7]([O:9][C:10]([CH3:13])([CH3:12])[CH3:11])=[O:8])[CH2:2]2.[N-:14]=[N+:15]=[N-:16].[Na+].[NH4+].[Cl-].[OH-].[Na+]. The catalyst is CO.O. The product is [N:14]([C@H:1]1[C@H:5]([OH:6])[CH2:4][N:3]([C:7]([O:9][C:10]([CH3:13])([CH3:12])[CH3:11])=[O:8])[CH2:2]1)=[N+:15]=[N-:16]. The yield is 1.00. (4) The product is [NH2:14][C:15]1[N:16]=[CH:17][C:18]([N:21]2[CH2:22][CH2:23][N:24]([C:27]([O:29][C:30]([CH3:33])([CH3:32])[CH3:31])=[O:28])[CH2:25][CH2:26]2)=[N:19][CH:20]=1. The catalyst is CO. The yield is 0.710. The reactants are C1(C(=[N:14][C:15]2[N:16]=[CH:17][C:18]([N:21]3[CH2:26][CH2:25][N:24]([C:27]([O:29][C:30]([CH3:33])([CH3:32])[CH3:31])=[O:28])[CH2:23][CH2:22]3)=[N:19][CH:20]=2)C2C=CC=CC=2)C=CC=CC=1.C([O-])(=O)C.[Na+].Cl.NO. (5) The reactants are Cl.[C:2]([C:6]1[CH:10]=[C:9]([CH2:11][NH2:12])[N:8]([C:13]2[CH:18]=[CH:17][C:16]([F:19])=[C:15]([F:20])[CH:14]=2)[N:7]=1)([CH3:5])([CH3:4])[CH3:3].[F:21][C:22]1[CH:23]=[C:24]([NH:33][C:34](=O)[O:35]C2C=CC=CC=2)[CH:25]=[CH:26][C:27]=1[N:28]1[CH2:31][CH:30]([OH:32])[CH2:29]1. The catalyst is C(#N)C. The product is [C:2]([C:6]1[CH:10]=[C:9]([CH2:11][NH:12][C:34]([NH:33][C:24]2[CH:25]=[CH:26][C:27]([N:28]3[CH2:29][CH:30]([OH:32])[CH2:31]3)=[C:22]([F:21])[CH:23]=2)=[O:35])[N:8]([C:13]2[CH:18]=[CH:17][C:16]([F:19])=[C:15]([F:20])[CH:14]=2)[N:7]=1)([CH3:5])([CH3:3])[CH3:4]. The yield is 0.460.